Dataset: Full USPTO retrosynthesis dataset with 1.9M reactions from patents (1976-2016). Task: Predict the reactants needed to synthesize the given product. (1) Given the product [OH:13][C:12]1[CH:11]=[CH:10][C:9]2[C:34](=[O:44])[C:28]3[C:29]([O:30][C:8]=2[CH:7]=1)=[CH:32][C:35]([OH:37])=[CH:36][CH:33]=3, predict the reactants needed to synthesize it. The reactants are: BrC1C=CC2N[C:7]3[C:12]([O:13]C=2C=1)=[CH:11][C:10](Br)=[CH:9][CH:8]=3.B1(B2[O:30][C:29]([CH3:32])(C)[C:28]([CH3:34])([CH3:33])O2)O[C:28]([CH3:34])([CH3:33])[C:29](C)([CH3:32])[O:30]1.[C:35]([O-])(=[O:37])[CH3:36].[K+].CN(C=[O:44])C. (2) Given the product [CH3:1][N:2]1[CH2:15][CH2:14][C:13]2[C:12]3[CH:11]=[C:10]([CH3:16])[CH:9]=[CH:8][C:7]=3[N:6]([CH2:34][C:35]([NH:37][C:38]3[CH:43]=[CH:42][C:41]([F:44])=[CH:40][CH:39]=3)=[O:36])[C:5]=2[CH2:4][CH2:3]1, predict the reactants needed to synthesize it. The reactants are: [CH3:1][N:2]1[CH2:15][CH2:14][C:13]2[C:12]3[CH:11]=[C:10]([CH3:16])[CH:9]=[CH:8][C:7]=3[NH:6][C:5]=2[CH2:4][CH2:3]1.N1CCC[C@H]1C(O)=O.[O-]P([O-])([O-])=O.[K+].[K+].[K+].Cl[CH2:34][C:35]([NH:37][C:38]1[CH:43]=[CH:42][C:41]([F:44])=[CH:40][CH:39]=1)=[O:36]. (3) Given the product [F:14][C:15]([F:46])([F:45])[C:16]1[CH:17]=[C:18]([C@H:26]2[O:30][C:29](=[O:31])[N:28]([CH2:32][C:33]3[CH:38]=[C:37]([C:39]([F:42])([F:41])[F:40])[CH:36]=[CH:35][C:34]=3[C:1]([O:4][CH3:7])=[O:2])[C@H:27]2[CH3:44])[CH:19]=[C:20]([C:22]([F:25])([F:24])[F:23])[CH:21]=1, predict the reactants needed to synthesize it. The reactants are: [C:1]([O-:4])([O-])=[O:2].[K+].[K+].[CH3:7]CN(CC)CC.[F:14][C:15]([F:46])([F:45])[C:16]1[CH:17]=[C:18]([C@H:26]2[O:30][C:29](=[O:31])[N:28]([CH2:32][C:33]3[CH:38]=[C:37]([C:39]([F:42])([F:41])[F:40])[CH:36]=[CH:35][C:34]=3I)[C@H:27]2[CH3:44])[CH:19]=[C:20]([C:22]([F:25])([F:24])[F:23])[CH:21]=1. (4) Given the product [C:14]([C:17]1[CH:22]=[CH:21][C:20]([NH:23][C:24]([NH:6][C:5]2[CH:7]=[C:8]([O:12][CH3:13])[C:9]([O:10][CH3:11])=[C:3]([O:2][CH3:1])[CH:4]=2)=[O:25])=[CH:19][CH:18]=1)(=[O:16])[CH3:15], predict the reactants needed to synthesize it. The reactants are: [CH3:1][O:2][C:3]1[CH:4]=[C:5]([CH:7]=[C:8]([O:12][CH3:13])[C:9]=1[O:10][CH3:11])[NH2:6].[C:14]([C:17]1[CH:22]=[CH:21][C:20]([N:23]=[C:24]=[O:25])=[CH:19][CH:18]=1)(=[O:16])[CH3:15]. (5) Given the product [Cl:21][C:22]1[CH:23]=[CH:24][C:25]([F:30])=[C:26]([N:28]2[C:5]([C:7]3[CH:17]=[CH:16][C:10]4[O:11][CH2:12][C:13](=[O:15])[NH:14][C:9]=4[CH:8]=3)=[CH:4][C:3]([C:2]([F:20])([F:19])[F:1])=[N:29]2)[CH:27]=1, predict the reactants needed to synthesize it. The reactants are: [F:1][C:2]([F:20])([F:19])[C:3](=O)[CH2:4][C:5]([C:7]1[CH:17]=[CH:16][C:10]2[O:11][CH2:12][C:13](=[O:15])[NH:14][C:9]=2[CH:8]=1)=O.[Cl:21][C:22]1[CH:23]=[CH:24][C:25]([F:30])=[C:26]([NH:28][NH2:29])[CH:27]=1. (6) The reactants are: Cl[C:2]1C=C(N([C@H]2CC[C@H](N(C)C)CC2)CC)C(C)=C([CH:10]=1)C(O)=O.[Cl:24][C:25]1[CH:26]=[C:27]([N:47]([CH2:57][CH3:58])[C@H:48]2[CH2:53][CH2:52][C@H:51]([N:54]([CH3:56])[CH3:55])[CH2:50][CH2:49]2)[C:28]([CH3:46])=[C:29]([CH:45]=1)[C:30]([NH:32][CH2:33][C:34]1[C:39](=[O:40])[N:38]2[NH:41][CH:42]=C[C:37]2=CC=1C)=[O:31].O=[C:60](CC)CC(OCC)=O.C(N(CC)CC)C.C1CN([P+](ON2N=NC3C=CC=CC2=3)(N2CCCC2)N2CCCC2)CC1.F[P-](F)(F)(F)(F)F. Given the product [Cl:24][C:25]1[CH:26]=[C:27]([N:47]([C@H:48]2[CH2:53][CH2:52][C@H:51]([N:54]([CH3:56])[CH3:55])[CH2:50][CH2:49]2)[CH2:57][CH3:58])[C:28]([CH3:46])=[C:29]([CH:45]=1)[C:30]([NH:32][CH2:33][C:34]1[C:42]([CH2:2][CH3:10])=[N:41][N:38]([CH3:37])[C:39]=1[O:40][CH3:60])=[O:31], predict the reactants needed to synthesize it. (7) Given the product [Cl:1][C:2]1[N:7]=[C:6]([NH:12][CH2:11][C:10]([CH3:14])([CH3:13])[CH3:9])[CH:5]=[CH:4][N:3]=1, predict the reactants needed to synthesize it. The reactants are: [Cl:1][C:2]1[N:7]=[C:6](Cl)[CH:5]=[CH:4][N:3]=1.[CH3:9][C:10]([CH3:14])([CH3:13])[CH2:11][NH2:12].C([O-])([O-])=O.[K+].[K+].O. (8) Given the product [Cl-:26].[NH3+:17][C:14]([CH3:16])([CH3:15])[CH2:13][O:12][C:10]1[CH:9]=[CH:8][CH:7]=[C:6]2[C:11]=1[C:2]([NH3+:1])=[C:3]([C:19]([OH:21])=[O:20])[C:4]([CH3:18])=[N:5]2.[Cl-:26], predict the reactants needed to synthesize it. The reactants are: [NH2:1][C:2]1[C:11]2[C:6](=[CH:7][CH:8]=[CH:9][C:10]=2[O:12][CH2:13][C:14]([NH2:17])([CH3:16])[CH3:15])[N:5]=[C:4]([CH3:18])[C:3]=1[C:19]([O:21]CC)=[O:20].[OH-].[Na+].[ClH:26]. (9) Given the product [CH3:1][O:2][C:3](=[O:15])[CH2:4][C@H:5]1[C:9]2[CH:10]=[CH:11][C:12]([O:14][CH2:42][C:38]3[CH:37]=[C:36]([C:22]4[C:23]([CH3:35])=[CH:24][C:25]([O:27][CH2:28][CH2:29][CH2:30][S:31]([CH3:34])(=[O:33])=[O:32])=[CH:26][C:21]=4[CH2:20][O:19][C:16](=[O:18])[CH3:17])[CH:41]=[CH:40][CH:39]=3)=[CH:13][C:8]=2[O:7][CH2:6]1, predict the reactants needed to synthesize it. The reactants are: [CH3:1][O:2][C:3](=[O:15])[CH2:4][C@H:5]1[C:9]2[CH:10]=[CH:11][C:12]([OH:14])=[CH:13][C:8]=2[O:7][CH2:6]1.[C:16]([O:19][CH2:20][C:21]1[CH:26]=[C:25]([O:27][CH2:28][CH2:29][CH2:30][S:31]([CH3:34])(=[O:33])=[O:32])[CH:24]=[C:23]([CH3:35])[C:22]=1[C:36]1[CH:41]=[CH:40][CH:39]=[C:38]([CH2:42]O)[CH:37]=1)(=[O:18])[CH3:17].C(P(CCCC)CCCC)CCC.N(C(N1CCCCC1)=O)=NC(N1CCCCC1)=O.